Dataset: Catalyst prediction with 721,799 reactions and 888 catalyst types from USPTO. Task: Predict which catalyst facilitates the given reaction. (1) Reactant: [F:1][C:2]1[C:7]([F:8])=[CH:6][CH:5]=[CH:4][C:3]=1[CH2:9][C:10]([C:12]1[C:20]2[C:15](=[N:16][CH:17]=[C:18]([CH:21]3[CH2:23][CH:22]3[C:24]([OH:26])=O)[CH:19]=2)[NH:14][CH:13]=1)=[O:11].CCN(C(C)C)C(C)C.CN(C(ON1N=NC2C=CC=CC1=2)=[N+](C)C)C.F[P-](F)(F)(F)(F)F.[CH3:60][N:61]1[CH2:66][CH2:65][NH:64][CH2:63][CH2:62]1. Product: [F:1][C:2]1[C:7]([F:8])=[CH:6][CH:5]=[CH:4][C:3]=1[CH2:9][C:10]([C:12]1[C:20]2[C:15](=[N:16][CH:17]=[C:18]([C@@H:21]3[CH2:23][C@H:22]3[C:24]([N:64]3[CH2:65][CH2:66][N:61]([CH3:60])[CH2:62][CH2:63]3)=[O:26])[CH:19]=2)[NH:14][CH:13]=1)=[O:11]. The catalyst class is: 3. (2) Reactant: Cl.[C:2]1([NH:8]N)[CH:7]=[CH:6][CH:5]=[CH:4][CH:3]=1.[C:10]([CH:13]([CH3:22])[CH2:14][CH2:15][CH2:16][CH2:17][CH2:18][C:19]([OH:21])=[O:20])(=O)[CH3:11]. Product: [CH3:11][C:10]1[C:13]([CH2:14][CH2:15][CH2:16][CH2:17][CH2:18][C:19]([OH:21])=[O:20])([CH3:22])[C:7]2[C:2](=[CH:3][CH:4]=[CH:5][CH:6]=2)[N:8]=1. The catalyst class is: 15.